From a dataset of Forward reaction prediction with 1.9M reactions from USPTO patents (1976-2016). Predict the product of the given reaction. (1) Given the reactants [CH:1]1([CH2:7][S:8]([NH:11][CH2:12][CH2:13][CH2:14][CH2:15][N:16]2[CH2:21][CH2:20][N:19](C(OC(C)(C)C)=O)[CH2:18][CH2:17]2)(=[O:10])=[O:9])[CH2:6][CH2:5][CH2:4][CH2:3][CH2:2]1.FC(F)(F)C(O)=O, predict the reaction product. The product is: [CH:1]1([CH2:7][S:8]([NH:11][CH2:12][CH2:13][CH2:14][CH2:15][N:16]2[CH2:21][CH2:20][NH:19][CH2:18][CH2:17]2)(=[O:10])=[O:9])[CH2:6][CH2:5][CH2:4][CH2:3][CH2:2]1. (2) Given the reactants C(C1C(C)=CC(C(O)=O)=CN=1)C(C)C.C([O:17][C:18](=[O:30])[C:19]1[CH:24]=[C:23]([CH3:25])[N:22]=[C:21]([CH2:26][CH:27]([CH3:29])[CH3:28])[CH:20]=1)C, predict the reaction product. The product is: [CH2:26]([C:21]1[CH:20]=[C:19]([CH:24]=[C:23]([CH3:25])[N:22]=1)[C:18]([OH:30])=[O:17])[CH:27]([CH3:29])[CH3:28]. (3) Given the reactants [CH3:1][C:2]1[NH:6][N:5]=[C:4]([C:7]([O:9][CH2:10][CH3:11])=[O:8])[CH:3]=1.F[C:13]1[CH:18]=[C:17]([I:19])[CH:16]=[CH:15][N:14]=1, predict the reaction product. The product is: [I:19][C:17]1[CH:16]=[CH:15][N:14]=[C:13]([N:6]2[C:2]([CH3:1])=[CH:3][C:4]([C:7]([O:9][CH2:10][CH3:11])=[O:8])=[N:5]2)[CH:18]=1. (4) Given the reactants Br[CH2:2]/[CH:3]=[CH:4]/[CH2:5][O:6][CH2:7][C@H:8]1[CH2:13][CH2:12][C@H:11]([CH2:14][N:15]([CH3:29])[S:16]([C:19]2[CH:24]=[CH:23][C:22]([C:25]([F:28])([F:27])[F:26])=[CH:21][CH:20]=2)(=[O:18])=[O:17])[CH2:10][CH2:9]1.[CH2:30]([NH:33][CH3:34])[CH:31]=[CH2:32], predict the reaction product. The product is: [CH2:30]([N:33]([CH3:34])[CH2:2]/[CH:3]=[CH:4]/[CH2:5][O:6][CH2:7][C@H:8]1[CH2:13][CH2:12][C@H:11]([CH2:14][N:15]([CH3:29])[S:16]([C:19]2[CH:24]=[CH:23][C:22]([C:25]([F:28])([F:27])[F:26])=[CH:21][CH:20]=2)(=[O:18])=[O:17])[CH2:10][CH2:9]1)[CH:31]=[CH2:32]. (5) Given the reactants [CH2:1]([N:8]([CH2:16][C:17]1[C:25]2[C:24](=O)[NH:23][C:22]([NH:27][C:28](=[O:36])[CH2:29][CH2:30][CH2:31][CH2:32][CH2:33][CH2:34][CH3:35])=[N:21][C:20]=2[NH:19][CH:18]=1)[CH2:9][C:10]1[CH:15]=[CH:14][CH:13]=[CH:12][CH:11]=1)[C:2]1[CH:7]=[CH:6][CH:5]=[CH:4][CH:3]=1.C1(N(C)C)C=CC=CC=1.O=P(Cl)(Cl)[Cl:48], predict the reaction product. The product is: [Cl:48][C:24]1[C:25]2[C:17]([CH2:16][N:8]([CH2:9][C:10]3[CH:15]=[CH:14][CH:13]=[CH:12][CH:11]=3)[CH2:1][C:2]3[CH:7]=[CH:6][CH:5]=[CH:4][CH:3]=3)=[CH:18][NH:19][C:20]=2[N:21]=[C:22]([NH:27][C:28](=[O:36])[CH2:29][CH2:30][CH2:31][CH2:32][CH2:33][CH2:34][CH3:35])[N:23]=1. (6) Given the reactants [Br-].[C:2]([O:6][C:7](=[O:10])[CH2:8][Zn+])([CH3:5])([CH3:4])[CH3:3].Br[C:12]1[CH:36]=[CH:35][C:34]([C:37]([F:40])([F:39])[F:38])=[CH:33][C:13]=1[C:14](/[N:16]=[C:17]1/[N:18]([CH2:27][C@H:28]2[CH2:32][CH2:31][CH2:30][O:29]2)[N:19]([CH3:26])[C:20]([C:22]([CH3:25])([CH3:24])[CH3:23])=[CH:21]/1)=[O:15].C1(P(C2CCCCC2)C2C=CC=CC=2C2C(OC)=CC=CC=2OC)CCCCC1, predict the reaction product. The product is: [C:22]([C:20]1[N:19]([CH3:26])[N:18]([CH2:27][C@H:28]2[CH2:32][CH2:31][CH2:30][O:29]2)/[C:17](=[N:16]/[C:14]([C:13]2[CH:33]=[C:34]([C:37]([F:38])([F:39])[F:40])[CH:35]=[CH:36][C:12]=2[CH2:8][C:7]([O:6][C:2]([CH3:5])([CH3:4])[CH3:3])=[O:10])=[O:15])/[CH:21]=1)([CH3:25])([CH3:23])[CH3:24]. (7) Given the reactants [Cl:1][C:2]1[C:11]2[C:6](=[CH:7][CH:8]=[C:9]([C:12]([C:20]3[C:21]([CH3:27])=[N:22][C:23]([CH3:26])=[CH:24][CH:25]=3)([OH:19])[C:13]3[N:17]([CH3:18])[N:16]=[N:15][CH:14]=3)[CH:10]=2)[N:5]=[C:4]([O:28][CH3:29])[C:3]=1[C:30]([OH:32])=O.C[CH2:34][N:35]=[C:36]=NCCCN(C)C.C1C=CC2N(O)N=NC=2C=1.CNC, predict the reaction product. The product is: [Cl:1][C:2]1[C:11]2[C:6](=[CH:7][CH:8]=[C:9]([C:12]([C:20]3[C:21]([CH3:27])=[N:22][C:23]([CH3:26])=[CH:24][CH:25]=3)([OH:19])[C:13]3[N:17]([CH3:18])[N:16]=[N:15][CH:14]=3)[CH:10]=2)[N:5]=[C:4]([O:28][CH3:29])[C:3]=1[C:30]([N:35]([CH3:36])[CH3:34])=[O:32]. (8) Given the reactants [F:1][C:2]1[CH:3]=[CH:4][C:5]([O:22][CH3:23])=[C:6]([C:8]2[CH:17]=[CH:16][C:15]([N+:18]([O-])=O)=[C:14]3[C:9]=2[CH2:10][CH2:11][N:12]([CH3:21])[CH2:13]3)[CH:7]=1.C.O.NN, predict the reaction product. The product is: [F:1][C:2]1[CH:3]=[CH:4][C:5]([O:22][CH3:23])=[C:6]([C:8]2[CH:17]=[CH:16][C:15]([NH2:18])=[C:14]3[C:9]=2[CH2:10][CH2:11][N:12]([CH3:21])[CH2:13]3)[CH:7]=1. (9) Given the reactants CN(C([O:8]N1N=NC2C=CC=NC1=2)=[N+](C)C)C.F[P-](F)(F)(F)(F)F.[CH3:25][CH2:26][N:27](C(C)C)C(C)C.[NH2:34][C:35]1[CH:40]=[CH:39][C:38]([C:41]2[N:46]=[C:45]([NH2:47])[N:44]=[C:43]([NH:48][C:49]3[CH:54]=[CH:53][C:52]([O:55][C:56]4[CH:61]=[CH:60][N:59]=[C:58]([C:62]([F:65])([F:64])[F:63])[CH:57]=4)=[CH:51][CH:50]=3)[CH:42]=2)=[CH:37][CH:36]=1.Cl.[C:67](=[O:70])(O)[O-].[Na+], predict the reaction product. The product is: [NH2:27][CH:26]([CH2:67][OH:70])[C:25]([NH:34][C:35]1[CH:40]=[CH:39][C:38]([C:41]2[CH:42]=[C:43]([NH:48][C:49]3[CH:54]=[CH:53][C:52]([O:55][C:56]4[CH:61]=[CH:60][N:59]=[C:58]([C:62]([F:64])([F:65])[F:63])[CH:57]=4)=[CH:51][CH:50]=3)[N:44]=[C:45]([NH2:47])[N:46]=2)=[CH:37][CH:36]=1)=[O:8].